This data is from Full USPTO retrosynthesis dataset with 1.9M reactions from patents (1976-2016). The task is: Predict the reactants needed to synthesize the given product. (1) Given the product [CH:1]([N:14]1[CH2:17][CH:16]([C:18]([NH2:19])=[O:20])[CH2:15]1)([C:8]1[CH:13]=[CH:12][CH:11]=[CH:10][CH:9]=1)[C:2]1[CH:3]=[CH:4][CH:5]=[CH:6][CH:7]=1, predict the reactants needed to synthesize it. The reactants are: [CH:1]([N:14]1[CH2:17][CH:16]([C:18]#[N:19])[CH2:15]1)([C:8]1[CH:13]=[CH:12][CH:11]=[CH:10][CH:9]=1)[C:2]1[CH:7]=[CH:6][CH:5]=[CH:4][CH:3]=1.[OH:20]S(O)(=O)=O.N. (2) Given the product [Br:18][C:13]1[C:12]([O:19][CH3:20])=[CH:11][C:10]2[O:9][CH2:8][C:7]3[C:5]([C:4]([O:3][CH2:1][CH3:2])=[O:21])=[N:29][N:28]([C:25]4[CH:26]=[CH:27][S:23][CH:24]=4)[C:16]=3[C:15]=2[CH:14]=1, predict the reactants needed to synthesize it. The reactants are: [CH2:1]([O:3][C:4](=[O:21])[C:5](=[C:7]1[C:16](=O)[C:15]2[C:10](=[CH:11][C:12]([O:19][CH3:20])=[C:13]([Br:18])[CH:14]=2)[O:9][CH2:8]1)O)[CH3:2].Cl.[S:23]1[CH:27]=[CH:26][C:25]([NH:28][NH2:29])=[CH:24]1. (3) Given the product [O:1]=[C:2]1[CH2:17][C:16](=[O:22])[CH2:15][C:4]2([CH2:7][N:6]([C:8]([O:10][C:11]([CH3:14])([CH3:12])[CH3:13])=[O:9])[CH2:5]2)[NH:3]1, predict the reactants needed to synthesize it. The reactants are: [O:1]=[C:2]1[CH:17](C(OC)=O)[C:16](=[O:22])[CH2:15][C:4]2([CH2:7][N:6]([C:8]([O:10][C:11]([CH3:14])([CH3:13])[CH3:12])=[O:9])[CH2:5]2)[NH:3]1.O=C1C(C(OC)=O)C(=O)CC2(CCCCC2)N1. (4) Given the product [Cl:8][C:9]1[N:14]=[C:13]([N:5]2[CH2:6][CH2:7][N:2]([CH3:1])[CH2:3][CH2:4]2)[N:12]=[C:11]([N:16]2[CH2:21][CH2:20][CH:19]([C:22]([NH:24][CH2:25][C:26]3[CH:31]=[CH:30][CH:29]=[CH:28][C:27]=3[C:32]([F:34])([F:33])[F:35])=[O:23])[CH2:18][CH2:17]2)[N:10]=1, predict the reactants needed to synthesize it. The reactants are: [CH3:1][N:2]1[CH2:7][CH2:6][NH:5][CH2:4][CH2:3]1.[Cl:8][C:9]1[N:14]=[C:13](Cl)[N:12]=[C:11]([N:16]2[CH2:21][CH2:20][CH:19]([C:22]([NH:24][CH2:25][C:26]3[CH:31]=[CH:30][CH:29]=[CH:28][C:27]=3[C:32]([F:35])([F:34])[F:33])=[O:23])[CH2:18][CH2:17]2)[N:10]=1.[OH-].[Na+]. (5) Given the product [CH3:17][O:11][C:10]([C:2]1[NH:1][C:9]2[C:4]([CH:3]=1)=[CH:5][CH:6]=[C:7]([N+:13]([O-:16])=[O:14])[CH:8]=2)=[O:12], predict the reactants needed to synthesize it. The reactants are: [NH:1]1[C:9]2[C:4](=[CH:5][CH:6]=[CH:7][CH:8]=2)[CH2:3][CH:2]1[C:10]([OH:12])=[O:11].[N+:13]([O-:16])(O)=[O:14].[C:17]1(C)C=CC(S(O)(=O)=O)=CC=1.ClC1C(=O)C(C#N)=C(C#N)C(=O)C=1Cl. (6) The reactants are: Cl[S:2]([C:5]1[CH:13]=[CH:12][C:8]([C:9]([OH:11])=[O:10])=[CH:7][CH:6]=1)(=[O:4])=[O:3].[NH2:14][CH2:15][CH2:16][C:17]([O:19][CH3:20])=[O:18].Cl.C(N(C(C)C)CC)(C)C. Given the product [CH3:20][O:19][C:17]([CH2:16][CH2:15][NH:14][S:2]([C:5]1[CH:13]=[CH:12][C:8]([C:9]([OH:11])=[O:10])=[CH:7][CH:6]=1)(=[O:4])=[O:3])=[O:18], predict the reactants needed to synthesize it. (7) Given the product [C:26]([C:25]1[C:20]([O:19][C@@H:17]([CH3:18])[CH2:16][CH2:15][O:14][C:11]2[CH:12]=[CH:13][C:8]([CH2:7][CH2:6][C:5]([OH:39])=[O:4])=[C:9]([CH3:38])[CH:10]=2)=[N:21][CH:22]=[C:23]([C:34]([F:37])([F:36])[F:35])[CH:24]=1)(=[O:33])[C:27]1[CH:32]=[CH:31][CH:30]=[CH:29][CH:28]=1, predict the reactants needed to synthesize it. The reactants are: [OH-].[Na+].C[O:4][C:5](=[O:39])[CH2:6][CH2:7][C:8]1[CH:13]=[CH:12][C:11]([O:14][CH2:15][CH2:16][C@@H:17]([O:19][C:20]2[C:25]([C:26](=[O:33])[C:27]3[CH:32]=[CH:31][CH:30]=[CH:29][CH:28]=3)=[CH:24][C:23]([C:34]([F:37])([F:36])[F:35])=[CH:22][N:21]=2)[CH3:18])=[CH:10][C:9]=1[CH3:38].Cl. (8) Given the product [ClH:44].[ClH:44].[NH2:34][C@H:31]1[CH2:32][CH2:33][N:29]([CH:3]([C:4]2[CH:5]=[CH:6][C:7]3[N:8]([C:10]([C:13]4[CH:22]=[CH:21][C:20]5[C:15](=[CH:16][C:17]([C:23]([NH:24][CH:25]([CH3:27])[CH3:26])=[O:28])=[CH:18][CH:19]=5)[N:14]=4)=[N:11][N:12]=3)[CH:9]=2)[C:2]([F:43])([F:42])[F:1])[CH2:30]1, predict the reactants needed to synthesize it. The reactants are: [F:1][C:2]([F:43])([F:42])[CH:3]([N:29]1[CH2:33][CH2:32][C@H:31]([NH:34]C(=O)OC(C)(C)C)[CH2:30]1)[C:4]1[CH:5]=[CH:6][C:7]2[N:8]([C:10]([C:13]3[CH:22]=[CH:21][C:20]4[C:15](=[CH:16][C:17]([C:23](=[O:28])[NH:24][CH:25]([CH3:27])[CH3:26])=[CH:18][CH:19]=4)[N:14]=3)=[N:11][N:12]=2)[CH:9]=1.[ClH:44].